From a dataset of Reaction yield outcomes from USPTO patents with 853,638 reactions. Predict the reaction yield, written as a fraction of the theoretical maximum amount of product (1.0 means a 100% yield; for example, 0.34 means a 34% yield). (1) The reactants are [Br:1][C:2]1[CH:3]=[CH:4][C:5]([OH:11])=[C:6]([C:8](=[O:10])[CH3:9])[CH:7]=1.[C:12]1(=O)[CH2:17][CH2:16][CH2:15][CH2:14][CH2:13]1.N1CCCC1. The catalyst is CO. The product is [Br:1][C:2]1[CH:7]=[C:6]2[C:5](=[CH:4][CH:3]=1)[O:11][C:12]1([CH2:17][CH2:16][CH2:15][CH2:14][CH2:13]1)[CH2:9][C:8]2=[O:10]. The yield is 0.820. (2) The product is [Cl:16][C:17]1[CH:30]=[CH:29][C:20]2[S:21][C:22]([S:25]([NH:1][C:2]3[CH:10]=[C:9]4[C:5]([C:6]([CH2:11][CH2:12][N:13]([CH3:14])[CH3:15])=[CH:7][NH:8]4)=[CH:4][CH:3]=3)(=[O:26])=[O:27])=[C:23]([CH3:24])[C:19]=2[CH:18]=1. The yield is 0.760. The reactants are [NH2:1][C:2]1[CH:10]=[C:9]2[C:5]([C:6]([CH2:11][CH2:12][N:13]([CH3:15])[CH3:14])=[CH:7][NH:8]2)=[CH:4][CH:3]=1.[Cl:16][C:17]1[CH:30]=[CH:29][C:20]2[S:21][C:22]([S:25](Cl)(=[O:27])=[O:26])=[C:23]([CH3:24])[C:19]=2[CH:18]=1. The catalyst is N1C=CC=CC=1.